Dataset: Forward reaction prediction with 1.9M reactions from USPTO patents (1976-2016). Task: Predict the product of the given reaction. (1) Given the reactants [NH2:1][C:2]1[C:3]2[N:4]([C:8]([C@@H:12]3[CH2:16][CH2:15][CH2:14][N:13]3C(OCC3C=CC=CC=3)=O)=[N:9][C:10]=2Br)[CH:5]=[CH:6][N:7]=1.[CH2:27]([C:29]1[CH:34]=[CH:33][N:32]=[C:31]([NH:35][C:36](=[O:52])[C:37]2[CH:42]=[CH:41][C:40](B3OC(C)(C)C(C)(C)O3)=[CH:39][CH:38]=2)[CH:30]=1)[CH3:28], predict the reaction product. The product is: [NH2:1][C:2]1[C:3]2[N:4]([C:8]([C@@H:12]3[CH2:16][CH2:15][CH2:14][NH:13]3)=[N:9][C:10]=2[C:40]2[CH:41]=[CH:42][C:37]([C:36]([NH:35][C:31]3[CH:30]=[C:29]([CH2:27][CH3:28])[CH:34]=[CH:33][N:32]=3)=[O:52])=[CH:38][CH:39]=2)[CH:5]=[CH:6][N:7]=1. (2) Given the reactants [C:1]([CH:3]1[CH2:8][CH2:7][N:6]([C:9]([N:11]2[CH2:16][CH:15]([C:17]3[CH:22]=[CH:21][C:20]([O:23][C:24]([F:27])([F:26])[F:25])=[CH:19][CH:18]=3)[CH2:14][CH:13]([C:28]([OH:30])=O)[CH2:12]2)=[O:10])[CH2:5][CH2:4]1)#[N:2].O[N:32]=[C:33]([NH2:38])[CH2:34][CH2:35][O:36][CH3:37], predict the reaction product. The product is: [CH3:37][O:36][CH2:35][CH2:34][C:33]1[N:38]=[C:28]([CH:13]2[CH2:14][CH:15]([C:17]3[CH:18]=[CH:19][C:20]([O:23][C:24]([F:26])([F:25])[F:27])=[CH:21][CH:22]=3)[CH2:16][N:11]([C:9]([N:6]3[CH2:5][CH2:4][CH:3]([C:1]#[N:2])[CH2:8][CH2:7]3)=[O:10])[CH2:12]2)[O:30][N:32]=1. (3) Given the reactants [NH2:1][C:2]1[CH:9]=[CH:8][C:5]([C:6]#[N:7])=[CH:4][CH:3]=1.[N+:10]([C:13]1[CH:14]=[C:15]([CH:18]=[CH:19][CH:20]=1)[CH:16]=O)([O-:12])=[O:11], predict the reaction product. The product is: [N+:10]([C:13]1[CH:14]=[C:15](/[CH:16]=[N:1]/[C:2]2[CH:9]=[CH:8][C:5]([C:6]#[N:7])=[CH:4][CH:3]=2)[CH:18]=[CH:19][CH:20]=1)([O-:12])=[O:11].